Dataset: Forward reaction prediction with 1.9M reactions from USPTO patents (1976-2016). Task: Predict the product of the given reaction. Given the reactants ClC1C=CC=CC=1C1C(O)=NC2N=C(S(C)(=O)=O)N=CC=2C=1.O[CH2:24][CH2:25][N:26]1[C:30](=[O:31])[C:29]2=[CH:32][CH:33]=[CH:34][CH:35]=[C:28]2[C:27]1=[O:36].C1(P(C2C=CC=CC=2)C2C=CC=CC=2)C=CC=CC=1.CCOC(/N=N/C(OCC)=O)=O, predict the reaction product. The product is: [CH2:25]([N:26]1[C:30](=[O:31])[C:29]2=[CH:32][CH:33]=[CH:34][CH:35]=[C:28]2[C:27]1=[O:36])[CH3:24].